Dataset: Forward reaction prediction with 1.9M reactions from USPTO patents (1976-2016). Task: Predict the product of the given reaction. (1) Given the reactants [CH2:1]([O:3][C:4](=[O:18])[CH:5]([O:15][CH2:16][CH3:17])[CH2:6][C:7]1[CH:12]=[CH:11][C:10]([OH:13])=[C:9]([F:14])[CH:8]=1)[CH3:2].Cl[CH2:20][C:21]1[N:22]=[C:23]([C:26]2[CH:31]=[CH:30][C:29]([CH:32]([CH3:34])[CH3:33])=[CH:28][CH:27]=2)[S:24][CH:25]=1.C(C1C=CC(C(N)=S)=CC=1)(C)C.ClCC(CCl)=O.C(=O)([O-])[O-].[Cs+].[Cs+], predict the reaction product. The product is: [CH2:1]([O:3][C:4](=[O:18])[CH:5]([O:15][CH2:16][CH3:17])[CH2:6][C:7]1[CH:12]=[CH:11][C:10]([O:13][CH2:20][C:21]2[N:22]=[C:23]([C:26]3[CH:31]=[CH:30][C:29]([CH:32]([CH3:34])[CH3:33])=[CH:28][CH:27]=3)[S:24][CH:25]=2)=[C:9]([F:14])[CH:8]=1)[CH3:2]. (2) Given the reactants [CH2:1]([C:3]([C:21]1[CH:26]=[CH:25][C:24]([OH:27])=[C:23]([CH3:28])[CH:22]=1)([C:6]1[CH:11]=[CH:10][C:9](/[CH:12]=[CH:13]/[C:14]([CH2:18][CH3:19])([OH:17])[CH2:15][CH3:16])=[C:8]([CH3:20])[CH:7]=1)[CH2:4][CH3:5])[CH3:2].C([O-])([O-])=O.[K+].[K+].[O:35]=[C:36]1[O:40][C@H:39]([CH2:41]OS(C2C=CC(C)=CC=2)(=O)=O)[CH2:38][CH2:37]1.[NH4+].[Cl-], predict the reaction product. The product is: [CH2:1]([C:3]([C:21]1[CH:26]=[CH:25][C:24]([O:27][CH2:41][C@H:39]2[O:40][C:36](=[O:35])[CH2:37][CH2:38]2)=[C:23]([CH3:28])[CH:22]=1)([C:6]1[CH:11]=[CH:10][C:9](/[CH:12]=[CH:13]/[C:14]([CH2:15][CH3:16])([OH:17])[CH2:18][CH3:19])=[C:8]([CH3:20])[CH:7]=1)[CH2:4][CH3:5])[CH3:2]. (3) Given the reactants O[CH2:2][CH:3]1[CH2:7][CH2:6][N:5]([C:8]([O:10][C:11]([CH3:14])([CH3:13])[CH3:12])=[O:9])[CH2:4]1.C(Br)(Br)(Br)[Br:16].C1(P(C2C=CC=CC=2)C2C=CC=CC=2)C=CC=CC=1, predict the reaction product. The product is: [Br:16][CH2:2][CH:3]1[CH2:7][CH2:6][N:5]([C:8]([O:10][C:11]([CH3:14])([CH3:13])[CH3:12])=[O:9])[CH2:4]1. (4) Given the reactants [CH2:1]([N:8]1[CH2:13][CH2:12][CH:11]([CH2:14][C:15]([CH3:20])([CH3:19])[CH2:16][C:17]#N)[CH2:10][CH2:9]1)[C:2]1[CH:7]=[CH:6][CH:5]=[CH:4][CH:3]=1.[OH-:21].[K+].Cl.S(Cl)(Cl)=O.C(O)[CH2:29][OH:30], predict the reaction product. The product is: [CH2:1]([N:8]1[CH2:13][CH2:12][CH:11]([CH2:14][C:15]([CH3:20])([CH3:19])[CH2:16][C:17]([O:30][CH3:29])=[O:21])[CH2:10][CH2:9]1)[C:2]1[CH:7]=[CH:6][CH:5]=[CH:4][CH:3]=1.